Dataset: NCI-60 drug combinations with 297,098 pairs across 59 cell lines. Task: Regression. Given two drug SMILES strings and cell line genomic features, predict the synergy score measuring deviation from expected non-interaction effect. (1) Drug 1: COC1=NC(=NC2=C1N=CN2C3C(C(C(O3)CO)O)O)N. Drug 2: CC1=C(N=C(N=C1N)C(CC(=O)N)NCC(C(=O)N)N)C(=O)NC(C(C2=CN=CN2)OC3C(C(C(C(O3)CO)O)O)OC4C(C(C(C(O4)CO)O)OC(=O)N)O)C(=O)NC(C)C(C(C)C(=O)NC(C(C)O)C(=O)NCCC5=NC(=CS5)C6=NC(=CS6)C(=O)NCCC[S+](C)C)O. Cell line: SF-268. Synergy scores: CSS=20.1, Synergy_ZIP=-4.38, Synergy_Bliss=0.392, Synergy_Loewe=-10.8, Synergy_HSA=3.00. (2) Synergy scores: CSS=17.6, Synergy_ZIP=-6.36, Synergy_Bliss=-2.18, Synergy_Loewe=-17.4, Synergy_HSA=-3.09. Drug 1: C1=CC(=C2C(=C1NCCNCCO)C(=O)C3=C(C=CC(=C3C2=O)O)O)NCCNCCO. Drug 2: CCCCCOC(=O)NC1=NC(=O)N(C=C1F)C2C(C(C(O2)C)O)O. Cell line: OVCAR3.